This data is from NCI-60 drug combinations with 297,098 pairs across 59 cell lines. The task is: Regression. Given two drug SMILES strings and cell line genomic features, predict the synergy score measuring deviation from expected non-interaction effect. Synergy scores: CSS=6.56, Synergy_ZIP=-6.06, Synergy_Bliss=-7.46, Synergy_Loewe=-9.22, Synergy_HSA=-6.88. Cell line: SK-MEL-5. Drug 1: CC(CN1CC(=O)NC(=O)C1)N2CC(=O)NC(=O)C2. Drug 2: C1CNP(=O)(OC1)N(CCCl)CCCl.